From a dataset of Full USPTO retrosynthesis dataset with 1.9M reactions from patents (1976-2016). Predict the reactants needed to synthesize the given product. (1) Given the product [Cl:1][C:2]1[CH:3]=[C:4]([CH2:27][CH2:28][OH:29])[CH:5]=[CH:6][C:7]=1[C:8]1[N:12]=[C:11]([C:13]2[N:14]=[C:15]3[C:20]([Cl:21])=[CH:19][C:18]([C:22]([F:23])([F:25])[F:24])=[CH:17][N:16]3[CH:26]=2)[O:10][N:9]=1, predict the reactants needed to synthesize it. The reactants are: [Cl:1][C:2]1[CH:3]=[C:4]([CH2:27][C:28](OC)=[O:29])[CH:5]=[CH:6][C:7]=1[C:8]1[N:12]=[C:11]([C:13]2[N:14]=[C:15]3[C:20]([Cl:21])=[CH:19][C:18]([C:22]([F:25])([F:24])[F:23])=[CH:17][N:16]3[CH:26]=2)[O:10][N:9]=1.CC(C[AlH]CC(C)C)C. (2) Given the product [F:31][C:30]1[C:25]([C:21]2([CH2:20][NH:12][C:9]3[N:10]=[N:11][C:6]([C:4]4[O:3][N:39]=[C:33]([C:34]([O:36][CH2:37][CH3:38])=[O:35])[CH:5]=4)=[CH:7][CH:8]=3)[CH2:24][CH2:23][CH2:22]2)=[N:26][CH:27]=[CH:28][CH:29]=1, predict the reactants needed to synthesize it. The reactants are: C([O:3][C:4]([C:6]1[N:11]=[N:10][C:9]([N:12]([CH2:20][C:21]2([C:25]3[C:30]([F:31])=[CH:29][CH:28]=[CH:27][N:26]=3)[CH2:24][CH2:23][CH2:22]2)C(=O)OC(C)(C)C)=[CH:8][CH:7]=1)=[CH2:5])C.Cl/[C:33](=[N:39]/O)/[C:34]([O:36][CH2:37][CH3:38])=[O:35].C(O)(C(F)(F)F)=O. (3) Given the product [C:12](=[O:13])([O:4][CH:1]([CH3:3])[CH3:2])[O:14][CH:15]([Cl:17])[CH3:16], predict the reactants needed to synthesize it. The reactants are: [CH:1]([OH:4])([CH3:3])[CH3:2].N1C=CC=CC=1.Cl[C:12]([O:14][CH:15]([Cl:17])[CH3:16])=[O:13]. (4) Given the product [C:1]([O:5][C:6](=[O:24])[N:7]([CH2:8][CH2:9][CH2:10][CH2:11][N:12]([CH2:33][C:27]1[C:26]([CH3:25])=[CH:31][C:30]([CH3:32])=[CH:29][N:28]=1)[CH:13]1[C:22]2[N:21]=[CH:20][CH:19]=[CH:18][C:17]=2[CH2:16][CH2:15][CH2:14]1)[CH3:23])([CH3:4])([CH3:3])[CH3:2], predict the reactants needed to synthesize it. The reactants are: [C:1]([O:5][C:6](=[O:24])[N:7]([CH3:23])[CH2:8][CH2:9][CH2:10][CH2:11][NH:12][CH:13]1[C:22]2[N:21]=[CH:20][CH:19]=[CH:18][C:17]=2[CH2:16][CH2:15][CH2:14]1)([CH3:4])([CH3:3])[CH3:2].[CH3:25][C:26]1[C:27]([CH:33]=O)=[N:28][CH:29]=[C:30]([CH3:32])[CH:31]=1.[BH-](OC(C)=O)(OC(C)=O)OC(C)=O.[Na+]. (5) Given the product [O:5]1[CH2:6][CH2:7][CH2:8][O:3][CH:4]1[C:9]1[CH:14]=[CH:13][C:12]([C:15]2[S:16][C:17]3[CH:23]=[C:22]([C:24]([OH:26])=[O:25])[CH:21]=[CH:20][C:18]=3[N:19]=2)=[C:11]([F:28])[CH:10]=1, predict the reactants needed to synthesize it. The reactants are: [OH-].[Li+].[O:3]1[CH2:8][CH2:7][CH2:6][O:5][CH:4]1[C:9]1[CH:14]=[CH:13][C:12]([C:15]2[S:16][C:17]3[CH:23]=[C:22]([C:24]([O:26]C)=[O:25])[CH:21]=[CH:20][C:18]=3[N:19]=2)=[C:11]([F:28])[CH:10]=1.